This data is from Forward reaction prediction with 1.9M reactions from USPTO patents (1976-2016). The task is: Predict the product of the given reaction. (1) Given the reactants [CH3:1][C:2]1[CH:3]=[C:4]([CH2:7][CH2:8][OH:9])[S:5][CH:6]=1.C(N(C(C)C)CC)(C)C.[CH3:19][C:20]([Si:23](Cl)([CH3:25])[CH3:24])([CH3:22])[CH3:21], predict the reaction product. The product is: [C:20]([Si:23]([CH3:25])([CH3:24])[O:9][CH2:8][CH2:7][C:4]1[S:5][CH:6]=[C:2]([CH3:1])[CH:3]=1)([CH3:22])([CH3:21])[CH3:19]. (2) The product is: [F:1][C:2]1[CH:10]=[CH:9][C:5]([C:6]([OH:8])=[O:7])=[C:4]([O:11][CH3:12])[C:3]=1[N+:18]([O-:20])=[O:19]. Given the reactants [F:1][C:2]1[CH:10]=[CH:9][C:5]([C:6]([OH:8])=[O:7])=[C:4]([O:11][CH3:12])[CH:3]=1.S(=O)(=O)(O)O.[N+:18]([O-])([OH:20])=[O:19], predict the reaction product. (3) Given the reactants C(OC([NH:11][C@@H:12]([CH2:27][C:28]1[CH:33]=[CH:32][CH:31]=[CH:30][CH:29]=1)[C@@H:13]([OH:26])[CH2:14][N:15]([CH2:24][CH3:25])[NH:16][C:17]([O:19][C:20]([CH3:23])([CH3:22])[CH3:21])=[O:18])=O)C1C=CC=CC=1.[H][H], predict the reaction product. The product is: [NH2:11][C@@H:12]([CH2:27][C:28]1[CH:29]=[CH:30][CH:31]=[CH:32][CH:33]=1)[C@@H:13]([OH:26])[CH2:14][N:15]([CH2:24][CH3:25])[NH:16][C:17]([O:19][C:20]([CH3:21])([CH3:22])[CH3:23])=[O:18]. (4) Given the reactants C(OC([N:8]1[CH2:13][CH2:12][CH:11]([N:14]2[CH2:18][CH2:17][CH2:16][C@@H:15]2[CH2:19][OH:20])[CH2:10][CH2:9]1)=O)(C)(C)C.[ClH:21], predict the reaction product. The product is: [ClH:21].[ClH:21].[NH:8]1[CH2:9][CH2:10][CH:11]([N:14]2[CH2:18][CH2:17][CH2:16][C@@H:15]2[CH2:19][OH:20])[CH2:12][CH2:13]1. (5) Given the reactants [Cl:1][C:2]1[CH:7]=[CH:6][C:5]([C@@H:8]([C:24]2[CH:25]=[N:26][C:27]([O:30][CH3:31])=[CH:28][CH:29]=2)[CH2:9][C:10]([N:12]2[C@@H:16]([C:17]3[CH:22]=[CH:21][CH:20]=[CH:19][CH:18]=3)[CH2:15][O:14][C:13]2=[O:23])=[O:11])=[CH:4][CH:3]=1.C[Si]([N-][Si](C)(C)C)(C)C.[Na+].CC(C1C=C(C(C)C)C(S([N:57]=[N+:58]=[N-:59])(=O)=O)=C(C(C)C)C=1)C.C(O)(=O)C, predict the reaction product. The product is: [N:57]([C@@H:9]([C@@H:8]([C:5]1[CH:6]=[CH:7][C:2]([Cl:1])=[CH:3][CH:4]=1)[C:24]1[CH:25]=[N:26][C:27]([O:30][CH3:31])=[CH:28][CH:29]=1)[C:10]([N:12]1[C@@H:16]([C:17]2[CH:22]=[CH:21][CH:20]=[CH:19][CH:18]=2)[CH2:15][O:14][C:13]1=[O:23])=[O:11])=[N+:58]=[N-:59]. (6) Given the reactants [C:1]([O-:18])(=[O:17])[CH2:2][CH2:3][CH2:4][CH2:5][CH2:6][CH2:7][CH2:8][CH2:9][CH2:10][CH2:11][CH2:12][CH2:13][CH2:14][CH2:15][CH3:16].[CH2:19](O)[CH2:20][CH2:21][CH3:22].C1(C)C=CC=CC=1, predict the reaction product. The product is: [C:1]([O:18][CH2:19][CH2:20][CH2:21][CH3:22])(=[O:17])[CH2:2][CH2:3][CH2:4][CH2:5][CH2:6][CH2:7][CH2:8][CH2:9][CH2:10][CH2:11][CH2:12][CH2:13][CH2:14][CH2:15][CH3:16]. (7) Given the reactants FC(F)(F)C(O)=O.[Cl:8][C:9]1[CH:10]=[C:11]([CH:15]2[C:19]([C:22]3[CH:27]=[CH:26][C:25]([Cl:28])=[CH:24][CH:23]=3)([C:20]#[N:21])[C:18]([CH2:31][CH3:32])([CH2:29][CH3:30])[NH:17][CH:16]2[C:33](O)=[O:34])[CH:12]=[CH:13][CH:14]=1.CC1(C)[O:41][C@@H:40]([CH2:42][CH2:43][NH2:44])[CH2:39][O:38]1.CN(C(ON1N=NC2C=CC=NC1=2)=[N+](C)C)C.F[P-](F)(F)(F)(F)F.CCN(C(C)C)C(C)C.Cl, predict the reaction product. The product is: [OH:41][C@H:40]([CH2:39][OH:38])[CH2:42][CH2:43][NH:44][C:33]([CH:16]1[CH:15]([C:11]2[CH:12]=[CH:13][CH:14]=[C:9]([Cl:8])[CH:10]=2)[C:19]([C:22]2[CH:27]=[CH:26][C:25]([Cl:28])=[CH:24][CH:23]=2)([C:20]#[N:21])[C:18]([CH2:31][CH3:32])([CH2:29][CH3:30])[NH:17]1)=[O:34].